This data is from TCR-epitope binding with 47,182 pairs between 192 epitopes and 23,139 TCRs. The task is: Binary Classification. Given a T-cell receptor sequence (or CDR3 region) and an epitope sequence, predict whether binding occurs between them. The epitope is FVDGVPFVV. Result: 0 (the TCR does not bind to the epitope). The TCR CDR3 sequence is CASSLDLVRSQETQYF.